Dataset: Forward reaction prediction with 1.9M reactions from USPTO patents (1976-2016). Task: Predict the product of the given reaction. The product is: [F:1][C:2]1[CH:15]=[C:14]([F:16])[CH:13]=[CH:12][C:3]=1[O:4][C:5]1[O:9][C:8]([CH2:10][NH2:17])=[CH:7][CH:6]=1. Given the reactants [F:1][C:2]1[CH:15]=[C:14]([F:16])[CH:13]=[CH:12][C:3]=1[O:4][C:5]1[O:9][C:8]([CH:10]=O)=[CH:7][CH:6]=1.[NH3:17].CO, predict the reaction product.